From a dataset of Forward reaction prediction with 1.9M reactions from USPTO patents (1976-2016). Predict the product of the given reaction. (1) Given the reactants [Cr](Cl)([O-])(=O)=O.[NH+]1C=CC=CC=1.[F:12][C:13]1[CH:18]=[CH:17][C:16]([CH2:19][CH2:20][OH:21])=[CH:15][CH:14]=1, predict the reaction product. The product is: [F:12][C:13]1[CH:18]=[CH:17][C:16]([CH2:19][CH:20]=[O:21])=[CH:15][CH:14]=1. (2) Given the reactants [CH2:1]=[CH:2][CH2:3][CH2:4][CH2:5][CH2:6][CH2:7][CH2:8][CH2:9][CH2:10][CH3:11].Br[C:13]1[CH:14]=[CH:15][C:16]([O:23][CH3:24])=[C:17]([CH:22]=1)[C:18]([O:20][CH3:21])=[O:19], predict the reaction product. The product is: [CH3:24][O:23][C:16]1[CH:15]=[CH:14][C:13]([CH2:11][CH2:10][CH2:9][CH2:8][CH2:7][CH2:6][CH2:5][CH2:4][CH2:3][CH2:2][CH3:1])=[CH:22][C:17]=1[C:18]([O:20][CH3:21])=[O:19]. (3) Given the reactants [N-:1]=[N+:2]=[N-:3].[Na+].[C:5]([NH:8][C:9]1[CH:14]=[CH:13][C:12]([S:15](Cl)(=[O:17])=[O:16])=[CH:11][CH:10]=1)(=[O:7])[CH3:6], predict the reaction product. The product is: [C:5]([NH:8][C:9]1[CH:10]=[CH:11][C:12]([S:15]([N:1]=[N+:2]=[N-:3])(=[O:17])=[O:16])=[CH:13][CH:14]=1)(=[O:7])[CH3:6]. (4) Given the reactants [CH3:1][O:2][C:3]1[CH:8]=[CH:7][C:6]([CH:9]=[CH:10][C:11]2[O:15][N:14]=[C:13]([CH2:16][CH2:17][CH3:18])[N:12]=2)=[CH:5][C:4]=1[N+:19]([O-])=O.[OH-].[Na+], predict the reaction product. The product is: [CH3:1][O:2][C:3]1[CH:8]=[CH:7][C:6]([CH:9]=[CH:10][C:11]2[O:15][N:14]=[C:13]([CH2:16][CH2:17][CH3:18])[N:12]=2)=[CH:5][C:4]=1[NH2:19]. (5) Given the reactants [OH:1][CH:2]([C:23]1[N:24]=[C:25]([C:28]2[CH:33]=[CH:32][CH:31]=[CH:30][CH:29]=2)[S:26][CH:27]=1)[CH:3]([CH2:9][C:10]1[CH:15]=[CH:14][CH:13]=[C:12]([O:16][C:17]([F:22])([F:21])[CH:18]([F:20])[F:19])[CH:11]=1)[C:4]([O:6]CC)=[O:5].[OH-].[Na+], predict the reaction product. The product is: [OH:1][CH:2]([C:23]1[N:24]=[C:25]([C:28]2[CH:29]=[CH:30][CH:31]=[CH:32][CH:33]=2)[S:26][CH:27]=1)[CH:3]([CH2:9][C:10]1[CH:15]=[CH:14][CH:13]=[C:12]([O:16][C:17]([F:21])([F:22])[CH:18]([F:19])[F:20])[CH:11]=1)[C:4]([OH:6])=[O:5]. (6) Given the reactants [CH2:1]([O:8][C:9](=[O:28])[C:10]1[CH:15]=[C:14]([O:16][CH2:17][C:18]2[CH:23]=[CH:22][CH:21]=[CH:20][CH:19]=2)[CH:13]=[C:12]([NH2:24])[C:11]=1[N+:25]([O-])=O)[C:2]1[CH:7]=[CH:6][CH:5]=[CH:4][CH:3]=1.O.O.Cl[Sn]Cl, predict the reaction product. The product is: [CH2:1]([O:8][C:9](=[O:28])[C:10]1[CH:15]=[C:14]([O:16][CH2:17][C:18]2[CH:23]=[CH:22][CH:21]=[CH:20][CH:19]=2)[CH:13]=[C:12]([NH2:24])[C:11]=1[NH2:25])[C:2]1[CH:3]=[CH:4][CH:5]=[CH:6][CH:7]=1.